Predict the reaction yield, written as a fraction of the theoretical maximum amount of product (1.0 means a 100% yield; for example, 0.34 means a 34% yield). From a dataset of Reaction yield outcomes from USPTO patents with 853,638 reactions. (1) The catalyst is CO.[Pd]. The reactants are [N:1]([CH2:4][CH2:5][CH2:6][C:7]1[O:8][CH:9]=[CH:10][CH:11]=1)=[N+]=[N-]. The yield is 1.00. The product is [O:8]1[CH:9]=[CH:10][CH:11]=[C:7]1[CH2:6][CH2:5][CH2:4][NH2:1]. (2) The reactants are [C:1]([O:5][C:6]([N:8]1[CH2:13][CH2:12][C:11]([CH2:16][C:17]2[CH:22]=[CH:21][C:20]([F:23])=[CH:19][CH:18]=2)([CH2:14][OH:15])[CH2:10][CH2:9]1)=[O:7])([CH3:4])([CH3:3])[CH3:2].C(N(CC)CC)C.[CH3:31][S:32](Cl)(=[O:34])=[O:33]. The catalyst is C(Cl)Cl. The product is [C:1]([O:5][C:6]([N:8]1[CH2:9][CH2:10][C:11]([CH2:16][C:17]2[CH:18]=[CH:19][C:20]([F:23])=[CH:21][CH:22]=2)([CH2:14][O:15][S:32]([CH3:31])(=[O:34])=[O:33])[CH2:12][CH2:13]1)=[O:7])([CH3:4])([CH3:2])[CH3:3]. The yield is 0.866. (3) The reactants are [CH3:1][O:2][C:3]1[CH:4]=[C:5]2[C:10](=[CH:11][C:12]=1[O:13][CH3:14])[N:9]=[CH:8][CH:7]=[C:6]2[O:15][C:16]1[C:22]([CH3:23])=[CH:21][C:19]([NH2:20])=[C:18]([CH3:24])[CH:17]=1.Cl[C:26](Cl)([O:28][C:29](=[O:35])OC(Cl)(Cl)Cl)Cl.[CH2:37](O)[CH2:38][CH2:39][CH:40]=C.C(=O)(O)[O-].[Na+]. The catalyst is C(Cl)Cl.C(N(CC)CC)C.C1(C)C=CC=CC=1. The product is [CH3:1][O:2][C:3]1[CH:4]=[C:5]2[C:10](=[CH:11][C:12]=1[O:13][CH3:14])[N:9]=[CH:8][CH:7]=[C:6]2[O:15][C:16]1[C:22]([CH3:23])=[CH:21][C:19]([NH:20][C:29](=[O:35])[O:28][CH2:26][CH2:40][CH2:39][CH:38]=[CH2:37])=[C:18]([CH3:24])[CH:17]=1. The yield is 1.00.